Dataset: Full USPTO retrosynthesis dataset with 1.9M reactions from patents (1976-2016). Task: Predict the reactants needed to synthesize the given product. (1) Given the product [Cl:25][C:21]1[CH:20]=[C:19]([CH:24]=[CH:23][CH:22]=1)[CH2:18][O:17][C:14]1[CH:15]=[CH:16][C:11]([C:10]([C:8]2[CH:7]=[CH:6][C:5]([S:37][C:32]3[CH:33]=[CH:34][C:35]([F:36])=[C:30]([F:29])[CH:31]=3)=[C:4]([CH:9]=2)[C:3]([OH:2])=[O:28])=[O:26])=[N:12][CH:13]=1, predict the reactants needed to synthesize it. The reactants are: C[O:2][C:3](=[O:28])[C:4]1[CH:9]=[C:8]([C:10](=[O:26])[C:11]2[CH:16]=[CH:15][C:14]([O:17][CH2:18][C:19]3[CH:24]=[CH:23][CH:22]=[C:21]([Cl:25])[CH:20]=3)=[CH:13][N:12]=2)[CH:7]=[CH:6][C:5]=1F.[F:29][C:30]1[CH:31]=[C:32]([SH:37])[CH:33]=[CH:34][C:35]=1[F:36]. (2) Given the product [CH2:31]([N:33]1[CH2:38][CH2:37][N:36]([C:24]([NH:23][C:19]2[CH:18]=[C:17]([O:16][C:13]3[CH:14]=[N:15][C:10]([NH:9][C:8]([NH:7][C:1](=[O:6])[C:2]([CH3:5])([CH3:4])[CH3:3])=[O:30])=[CH:11][CH:12]=3)[CH:22]=[CH:21][N:20]=2)=[O:25])[CH2:35][CH2:34]1)[CH3:32], predict the reactants needed to synthesize it. The reactants are: [C:1]([NH:7][C:8](=[O:30])[NH:9][C:10]1[N:15]=[CH:14][C:13]([O:16][C:17]2[CH:22]=[CH:21][N:20]=[C:19]([NH:23][C:24](=O)[O:25]C(C)=C)[CH:18]=2)=[CH:12][CH:11]=1)(=[O:6])[C:2]([CH3:5])([CH3:4])[CH3:3].[CH2:31]([N:33]1[CH2:38][CH2:37][NH:36][CH2:35][CH2:34]1)[CH3:32].CN1CCCC1. (3) Given the product [C:34]([C@@H:32]([C@H:30]([C:29]([OH:38])=[O:37])[OH:31])[OH:33])([OH:36])=[O:35].[Cl:1][C:2]1[CH:3]=[C:4]([CH:9]2[C:18]3[C:13](=[CH:14][C:15]([C:20]4[CH:28]=[CH:27][C:23]([C:24]([NH2:26])=[O:25])=[CH:22][CH:21]=4)=[C:16]([F:19])[CH:17]=3)[CH2:12][NH:11][CH2:10]2)[CH:5]=[CH:6][C:7]=1[Cl:8], predict the reactants needed to synthesize it. The reactants are: [Cl:1][C:2]1[CH:3]=[C:4]([CH:9]2[C:18]3[C:13](=[CH:14][C:15]([C:20]4[CH:28]=[CH:27][C:23]([C:24]([NH2:26])=[O:25])=[CH:22][CH:21]=4)=[C:16]([F:19])[CH:17]=3)[CH2:12][NH:11][CH2:10]2)[CH:5]=[CH:6][C:7]=1[Cl:8].[C:29]([OH:38])(=[O:37])[C@@H:30]([C@H:32]([C:34]([OH:36])=[O:35])[OH:33])[OH:31]. (4) Given the product [C:1]([O:4][CH2:5][C:6]1[C:11]([N:12]2[CH2:24][CH2:23][N:15]3[C:16]4[CH2:17][CH2:18][CH2:19][CH2:20][C:21]=4[CH:22]=[C:14]3[C:13]2=[O:25])=[CH:10][C:9]([F:26])=[CH:8][C:7]=1[C:37]1[CH:38]=[C:39]([NH:45][C:46]2[CH:55]=[C:49]3[CH2:50][N:51]([CH3:54])[CH2:52][CH2:53][N:48]3[N:47]=2)[C:40](=[O:44])[N:41]([CH3:43])[CH:42]=1)(=[O:3])[CH3:2], predict the reactants needed to synthesize it. The reactants are: [C:1]([O:4][CH2:5][C:6]1[C:11]([N:12]2[CH2:24][CH2:23][N:15]3[C:16]4[CH2:17][CH2:18][CH2:19][CH2:20][C:21]=4[CH:22]=[C:14]3[C:13]2=[O:25])=[CH:10][C:9]([F:26])=[CH:8][C:7]=1B1OC(C)(C)C(C)(C)O1)(=[O:3])[CH3:2].Br[C:37]1[CH:38]=[C:39]([NH:45][C:46]2[CH:55]=[C:49]3[CH2:50][N:51]([CH3:54])[CH2:52][CH2:53][N:48]3[N:47]=2)[C:40](=[O:44])[N:41]([CH3:43])[CH:42]=1.CC(O[Na])=O.[O-]P([O-])([O-])=O.[K+].[K+].[K+]. (5) Given the product [Cl:19][C:9]1[C:8]([C:4]2[CH:5]=[N:6][CH:7]=[C:2]([CH:20]3[CH2:22][CH2:21]3)[CH:3]=2)=[CH:16][CH:15]=[C:14]2[C:10]=1[CH2:11][C:12](=[O:18])[N:13]2[CH3:17], predict the reactants needed to synthesize it. The reactants are: Br[C:2]1[CH:3]=[C:4]([C:8]2[C:9]([Cl:19])=[C:10]3[C:14](=[CH:15][CH:16]=2)[N:13]([CH3:17])[C:12](=[O:18])[CH2:11]3)[CH:5]=[N:6][CH:7]=1.[CH:20]1([B-](F)(F)F)[CH2:22][CH2:21]1.[K+].C1COCC1.P([O-])([O-])([O-])=O.[K+].[K+].[K+]. (6) Given the product [Cl:23][C:20]1[CH:19]=[CH:18][C:17]([CH2:16][C:15]([NH:14][N:5]2[N:4]=[C:3]([CH2:2][NH:1][S:26]([CH3:25])(=[O:28])=[O:27])[C:12]3[C:7](=[CH:8][CH:9]=[CH:10][CH:11]=3)[C:6]2=[O:13])=[O:24])=[CH:22][CH:21]=1, predict the reactants needed to synthesize it. The reactants are: [NH2:1][CH2:2][C:3]1[C:12]2[C:7](=[CH:8][CH:9]=[CH:10][CH:11]=2)[C:6](=[O:13])[N:5]([NH:14][C:15](=[O:24])[CH2:16][C:17]2[CH:22]=[CH:21][C:20]([Cl:23])=[CH:19][CH:18]=2)[N:4]=1.[CH3:25][S:26](Cl)(=[O:28])=[O:27]. (7) Given the product [O:2]=[C:3]1[NH:20][C:19]2[CH:18]=[C:13]([C:14]([O:16][CH3:17])=[O:15])[CH:12]=[N:11][C:10]=2[N:6]2[CH:7]=[CH:8][CH:9]=[C:5]12, predict the reactants needed to synthesize it. The reactants are: C[O:2][C:3]([C:5]1[N:6]([C:10]2[C:19]([N+:20]([O-])=O)=[CH:18][C:13]([C:14]([O:16][CH3:17])=[O:15])=[CH:12][N:11]=2)[CH:7]=[CH:8][CH:9]=1)=O.P(OC1C=CC=CC=1)(OC1C=CC=CC=1)OC1C=CC=CC=1. (8) Given the product [CH3:17][N:8]1[C:9]2[C:5](=[C:4]([I:13])[CH:3]=[C:2]([CH3:1])[CH:10]=2)[C:6]([CH:11]=[O:12])=[CH:7]1, predict the reactants needed to synthesize it. The reactants are: [CH3:1][C:2]1[CH:10]=[C:9]2[C:5]([C:6]([CH:11]=[O:12])=[CH:7][NH:8]2)=[C:4]([I:13])[CH:3]=1.[H-].[Na+].I[CH3:17]. (9) Given the product [CH3:1][C:2]1[C:3]([C:4]([N:30]2[CH2:31][CH2:32][CH:27]([N:22]3[CH2:26][CH2:25][CH2:24][CH2:23]3)[CH2:28][CH2:29]2)=[O:6])=[C:7]([CH3:21])[CH:8]=[C:9]([C:11]2[CH:16]=[CH:15][CH:14]=[C:13]([C:17]([F:20])([F:19])[F:18])[CH:12]=2)[N:10]=1, predict the reactants needed to synthesize it. The reactants are: [CH3:1][C:2]1[N:10]=[C:9]([C:11]2[CH:16]=[CH:15][CH:14]=[C:13]([C:17]([F:20])([F:19])[F:18])[CH:12]=2)[CH:8]=[C:7]([CH3:21])[C:3]=1[C:4]([OH:6])=O.[N:22]1([CH:27]2[CH2:32][CH2:31][NH:30][CH2:29][CH2:28]2)[CH2:26][CH2:25][CH2:24][CH2:23]1. (10) Given the product [C:1]([N:4]1[C:13]2[C:8](=[CH:9][C:10]([C:14]3[CH:19]=[CH:18][C:17]([O:20][CH3:21])=[C:16]([O:22][CH3:23])[CH:15]=3)=[CH:11][CH:12]=2)[C@H:7]([NH2:24])[CH2:6][C@@H:5]1[CH3:31])(=[O:3])[CH3:2], predict the reactants needed to synthesize it. The reactants are: [C:1]([N:4]1[C:13]2[C:8](=[CH:9][C:10]([C:14]3[CH:19]=[CH:18][C:17]([O:20][CH3:21])=[C:16]([O:22][CH3:23])[CH:15]=3)=[CH:11][CH:12]=2)[C@H:7]([NH:24]C(=O)OC(C)C)[CH2:6][C@@H:5]1[CH3:31])(=[O:3])[CH3:2].[Cl-].[Al+3].[Cl-].[Cl-].CO.C(N(CC)CC)C.